From a dataset of Forward reaction prediction with 1.9M reactions from USPTO patents (1976-2016). Predict the product of the given reaction. The product is: [C:15]([O:14][C:12]([N:11]([CH2:19][CH:20]1[CH2:25][CH2:24][N:23]([C:26]([O:28][C:29]([CH3:30])([CH3:32])[CH3:31])=[O:27])[CH2:22][CH2:21]1)[C@@H:9]1[CH2:10][C@H:8]1[C:5]1[CH:6]=[CH:7][C:2]([CH:33]2[CH2:35][CH2:34]2)=[CH:3][CH:4]=1)=[O:13])([CH3:16])([CH3:17])[CH3:18]. Given the reactants Br[C:2]1[CH:7]=[CH:6][C:5]([C@@H:8]2[CH2:10][C@H:9]2[N:11]([CH2:19][CH:20]2[CH2:25][CH2:24][N:23]([C:26]([O:28][C:29]([CH3:32])([CH3:31])[CH3:30])=[O:27])[CH2:22][CH2:21]2)[C:12]([O:14][C:15]([CH3:18])([CH3:17])[CH3:16])=[O:13])=[CH:4][CH:3]=1.[CH:33]1(B(O)O)[CH2:35][CH2:34]1.C([O-])([O-])=O.[K+].[K+].O, predict the reaction product.